From a dataset of Full USPTO retrosynthesis dataset with 1.9M reactions from patents (1976-2016). Predict the reactants needed to synthesize the given product. The reactants are: [CH3:1][C:2]([O:4][C:5]1[S:9][C:8]2[CH2:10][CH2:11][N:12]([CH:14]([C:22]([CH:24]3[CH2:26][CH2:25]3)=[O:23])[C:15]3[CH:16]=[CH:17][CH:18]=[CH:19][C:20]=3[F:21])[CH2:13][C:7]=2[CH:6]=1)=[O:3].[P:27](=[O:31])([OH:30])([OH:29])[OH:28]. Given the product [CH3:1][C:2]([O:4][C:5]1[S:9][C:8]2[CH2:10][CH2:11][N:12]([CH:14]([C:22]([CH:24]3[CH2:26][CH2:25]3)=[O:23])[C:15]3[CH:16]=[CH:17][CH:18]=[CH:19][C:20]=3[F:21])[CH2:13][C:7]=2[CH:6]=1)=[O:3].[P:27]([O-:31])([O-:30])([O-:29])=[O:28], predict the reactants needed to synthesize it.